Dataset: Reaction yield outcomes from USPTO patents with 853,638 reactions. Task: Predict the reaction yield, written as a fraction of the theoretical maximum amount of product (1.0 means a 100% yield; for example, 0.34 means a 34% yield). The reactants are [Br:1][C:2]1[CH:11]=[CH:10][C:5]([C:6]([O:8][CH3:9])=[O:7])=[CH:4][C:3]=1[CH:12]([OH:14])[CH3:13]. The catalyst is C(Cl)Cl. The product is [C:12]([C:3]1[CH:4]=[C:5]([CH:10]=[CH:11][C:2]=1[Br:1])[C:6]([O:8][CH3:9])=[O:7])(=[O:14])[CH3:13]. The yield is 0.909.